Dataset: Full USPTO retrosynthesis dataset with 1.9M reactions from patents (1976-2016). Task: Predict the reactants needed to synthesize the given product. (1) Given the product [Cl:26][C:21]1[CH:20]=[CH:19][C:18]([N:14]2[CH2:15][CH2:16][C:11]3([O:10][CH2:9][CH2:8][O:7]3)[CH2:12][CH2:13]2)=[CH:23][C:22]=1[O:24][CH3:25], predict the reactants needed to synthesize it. The reactants are: CC(C)([O-])C.[Na+].[O:7]1[C:11]2([CH2:16][CH2:15][NH:14][CH2:13][CH2:12]2)[O:10][CH2:9][CH2:8]1.Br[C:18]1[CH:19]=[CH:20][C:21]([Cl:26])=[C:22]([O:24][CH3:25])[CH:23]=1. (2) The reactants are: [Cl:1][C:2]1[CH:7]=[CH:6][C:5]([C:8]2[CH2:14][CH:13]3[NH:15][CH:10]([CH2:11][CH2:12]3)[CH:9]=2)=[CH:4][CH:3]=1.C(N(CC)CC)C.[F:23][C:24]([F:37])([F:36])[C:25]([NH:27][CH2:28][CH2:29][CH2:30]OS(C)(=O)=O)=[O:26]. Given the product [Cl:1][C:2]1[CH:3]=[CH:4][C:5]([C:8]2[CH2:9][CH:10]3[N:15]([CH2:30][CH2:29][CH2:28][NH:27][C:25](=[O:26])[C:24]([F:37])([F:36])[F:23])[CH:13]([CH2:12][CH2:11]3)[CH:14]=2)=[CH:6][CH:7]=1, predict the reactants needed to synthesize it. (3) Given the product [CH2:22]([O:21][C:19](=[O:20])[CH2:18][O:1][C:2]1[CH:7]=[CH:6][C:5]([C:8](=[O:10])[CH3:9])=[CH:4][CH:3]=1)[CH3:23], predict the reactants needed to synthesize it. The reactants are: [OH:1][C:2]1[CH:7]=[CH:6][C:5]([C:8](=[O:10])[CH3:9])=[CH:4][CH:3]=1.C([O-])([O-])=O.[K+].[K+].Br[CH2:18][C:19]([O:21][CH2:22][CH3:23])=[O:20]. (4) Given the product [Cl:1][C:2]1[CH:7]=[CH:6][C:5]([CH:8]2[C:15]3[C:14]([CH3:16])=[N:13][N:12]([CH:30]4[CH2:33][O:32][CH2:31]4)[C:11]=3[C:10](=[O:17])[N:9]2[C:18]2[CH:23]=[C:22]([CH3:24])[C:21](=[O:25])[N:20]([CH3:26])[CH:19]=2)=[CH:4][CH:3]=1, predict the reactants needed to synthesize it. The reactants are: [Cl:1][C:2]1[CH:7]=[CH:6][C:5]([CH:8]2[C:15]3[C:14]([CH3:16])=[N:13][NH:12][C:11]=3[C:10](=[O:17])[N:9]2[C:18]2[CH:23]=[C:22]([CH3:24])[C:21](=[O:25])[N:20]([CH3:26])[CH:19]=2)=[CH:4][CH:3]=1.[H-].[Na+].I[CH:30]1[CH2:33][O:32][CH2:31]1. (5) Given the product [C:1]([O:5][C:6](=[O:26])[NH:7][C@H:8]([C:18]([N:20]1[CH2:24][CH2:23][C@H:22]([F:25])[CH2:21]1)=[O:19])[C@H:9]([CH:11]1[CH2:16][CH2:15][CH:14]([NH:17][S:45]([C:42]2[CH:41]=[CH:40][C:39]([O:38][C:37]([F:36])([F:49])[F:50])=[CH:44][CH:43]=2)(=[O:47])=[O:46])[CH2:13][CH2:12]1)[CH3:10])([CH3:2])([CH3:3])[CH3:4], predict the reactants needed to synthesize it. The reactants are: [C:1]([O:5][C:6](=[O:26])[NH:7][C@H:8]([C:18]([N:20]1[CH2:24][CH2:23][C@H:22]([F:25])[CH2:21]1)=[O:19])[C@H:9]([CH:11]1[CH2:16][CH2:15][CH:14]([NH2:17])[CH2:13][CH2:12]1)[CH3:10])([CH3:4])([CH3:3])[CH3:2].C(N(CC)C(C)C)(C)C.[F:36][C:37]([F:50])([F:49])[O:38][C:39]1[CH:44]=[CH:43][C:42]([S:45](Cl)(=[O:47])=[O:46])=[CH:41][CH:40]=1. (6) Given the product [F:28][C:29]1[CH:34]=[CH:33][C:32]([O:35][CH3:36])=[CH:31][C:30]=1[C:7]1[C:8]([C:17]([O:19][CH3:20])=[O:18])=[CH:9][C:10]([C:11]([O:13][CH3:14])=[O:12])=[CH:15][CH:16]=1, predict the reactants needed to synthesize it. The reactants are: FC(F)(F)S(O[C:7]1[CH:16]=[CH:15][C:10]([C:11]([O:13][CH3:14])=[O:12])=[CH:9][C:8]=1[C:17]([O:19][CH3:20])=[O:18])(=O)=O.CN(C=O)C.[F:28][C:29]1[CH:34]=[CH:33][C:32]([O:35][CH3:36])=[CH:31][C:30]=1B(O)O.C(=O)([O-])[O-].[K+].[K+]. (7) Given the product [N:1]1[CH:6]=[CH:5][C:4]([N:7]2[CH2:8][CH2:9][N:10]([C:16]3[CH:66]=[N:67][C:71]4[C:14]([N:15]=3)=[CH:13][C:68]([C:30]3[CH:31]=[CH:32][C:33]([NH2:36])=[CH:34][CH:35]=3)=[CH:69][CH:70]=4)[CH2:11][CH2:12]2)=[CH:3][CH:2]=1, predict the reactants needed to synthesize it. The reactants are: [N:1]1[CH:6]=[CH:5][C:4]([N:7]2[CH2:12][CH2:11][NH:10][CH2:9][CH2:8]2)=[CH:3][CH:2]=1.[CH3:13][CH2:14][N:15](C(C)C)[CH:16](C)C.CC1(C)C(C)(C)OB([C:30]2[CH:35]=[CH:34][C:33]([NH2:36])=[CH:32][CH:31]=2)O1.CC1C=CC=CC=1P(C1C=CC=CC=1C)C1C=CC=CC=1C.C(=O)([O-])[O-].[K+].[K+].[CH3:66][N:67]1[C:71](=O)[CH2:70][CH2:69][CH2:68]1. (8) Given the product [CH2:39]([NH:40][C:29](=[O:30])[NH:28][C:25]1[CH:26]=[CH:27][C:22]([C:10]2[N:9]=[C:8]([N:3]3[CH2:4][CH2:5][O:6][CH2:7][C@@H:2]3[CH3:1])[CH:13]=[C:12]([CH2:14][S:15]([C:18]([CH3:20])([CH3:19])[CH3:21])(=[O:17])=[O:16])[N:11]=2)=[CH:23][CH:24]=1)[CH3:38], predict the reactants needed to synthesize it. The reactants are: [CH3:1][C@H:2]1[CH2:7][O:6][CH2:5][CH2:4][N:3]1[C:8]1[CH:13]=[C:12]([CH2:14][S:15]([C:18]([CH3:21])([CH3:20])[CH3:19])(=[O:17])=[O:16])[N:11]=[C:10]([C:22]2[CH:27]=[CH:26][C:25]([NH:28][C:29](=O)[O:30]C3C=CC=CC=3)=[CH:24][CH:23]=2)[N:9]=1.[CH3:38][C@H:39]1COCC[N:40]1C1C=C(C(S(C(C)(C)C)(=O)=O)(C)C)N=C(C2C=CC(NC(=O)OC3C=CC=CC=3)=CC=2)N=1. (9) Given the product [CH3:1][O:2][C:3](=[O:19])[CH2:4][C:5]1[C:6]([CH3:18])=[N:7][N:8]([CH2:11][C:12]2[CH:17]=[CH:16][C:15]([N+:20]([O-:22])=[O:21])=[CH:14][CH:13]=2)[C:9]=1[CH3:10], predict the reactants needed to synthesize it. The reactants are: [CH3:1][O:2][C:3](=[O:19])[CH2:4][C:5]1[C:6]([CH3:18])=[N:7][N:8]([CH2:11][C:12]2[CH:17]=[CH:16][CH:15]=[CH:14][CH:13]=2)[C:9]=1[CH3:10].[N+:20]([O-])([OH:22])=[O:21]. (10) Given the product [F:11][C:9]([F:10])([F:12])[C:7]1[CH:6]=[C:5]([C@H:13]([O:15][C@H:16]2[CH2:21][CH2:20][N:19]([C:22]([C@H:24]3[CH2:25][CH2:26][C@H:27]([C:30]([N:41]4[CH2:45][CH2:44][CH2:43][CH2:42]4)=[O:31])[CH2:28][CH2:29]3)=[O:23])[CH2:18][C@H:17]2[C:33]2[CH:34]=[CH:35][CH:36]=[CH:37][CH:38]=2)[CH3:14])[CH:4]=[C:3]([C:2]([F:1])([F:40])[F:39])[CH:8]=1, predict the reactants needed to synthesize it. The reactants are: [F:1][C:2]([F:40])([F:39])[C:3]1[CH:4]=[C:5]([C@H:13]([O:15][C@H:16]2[CH2:21][CH2:20][N:19]([C:22]([C@H:24]3[CH2:29][CH2:28][C@H:27]([C:30](O)=[O:31])[CH2:26][CH2:25]3)=[O:23])[CH2:18][C@H:17]2[C:33]2[CH:38]=[CH:37][CH:36]=[CH:35][CH:34]=2)[CH3:14])[CH:6]=[C:7]([C:9]([F:12])([F:11])[F:10])[CH:8]=1.[NH:41]1[CH2:45][CH2:44][CH2:43][CH2:42]1.